Dataset: Reaction yield outcomes from USPTO patents with 853,638 reactions. Task: Predict the reaction yield, written as a fraction of the theoretical maximum amount of product (1.0 means a 100% yield; for example, 0.34 means a 34% yield). (1) The reactants are [CH:1](=O)[CH2:2][CH2:3][CH2:4][CH2:5][CH2:6][CH3:7].[C:9](O)(=O)[CH3:10].N[C:14]1[CH:19]=[CH:18][C:17]([S:20][C:21]2[CH:26]=[CH:25][C:24]([CH2:27][C:28]([O:30][CH2:31][CH3:32])=[O:29])=[CH:23][CH:22]=2)=[CH:16][CH:15]=1.[C:33]([BH3-])#[N:34].[Na+]. The catalyst is CN(C=O)C. The product is [CH2:1]([N:34]([CH2:33][CH2:1][CH2:2][CH2:3][CH2:4][CH2:9][CH3:10])[C:14]1[CH:19]=[CH:18][C:17]([S:20][C:21]2[CH:26]=[CH:25][C:24]([CH2:27][C:28]([O:30][CH2:31][CH3:32])=[O:29])=[CH:23][CH:22]=2)=[CH:16][CH:15]=1)[CH2:2][CH2:3][CH2:4][CH2:5][CH2:6][CH3:7]. The yield is 0.0900. (2) The reactants are C([NH:6][C:7]1[CH:12]=[CH:11][C:10]([N+:13]([O-:15])=[O:14])=[CH:9][C:8]=1[C:16]#[C:17][C:18]([CH3:24])(C)[C:19](OC)=O)(=O)CCC.CCCC[N+](CCCC)(CCCC)CCCC.[F-]. The catalyst is CN(C=O)C. The product is [CH:18]([C:17]1[NH:6][C:7]2[C:8]([CH:16]=1)=[CH:9][C:10]([N+:13]([O-:15])=[O:14])=[CH:11][CH:12]=2)([CH3:24])[CH3:19]. The yield is 0.330. (3) The reactants are [NH2:1][C:2]1[N:10]=[C:9](Cl)[N:8]=[C:7]2[C:3]=1[N:4]=[CH:5][N:6]2[CH2:12][C:13]1[CH:14]=[C:15]([CH:20]=[CH:21][CH:22]=1)[C:16]([O:18][CH3:19])=[O:17].[C:23](=[O:26])([O-])[O-].[K+].[K+].I[CH3:30].CN(C)[CH:33]=[O:34]. No catalyst specified. The product is [NH2:1][C:2]1[N:10]=[C:9]([O:34][CH2:33][CH2:30][O:26][CH3:23])[N:8]=[C:7]2[C:3]=1[N:4]=[CH:5][N:6]2[CH2:12][C:13]1[CH:14]=[C:15]([CH:20]=[CH:21][CH:22]=1)[C:16]([O:18][CH3:19])=[O:17]. The yield is 0.650. (4) The reactants are [Br:1][C:2]1[CH:3]=[C:4]([C:8]([NH:10][NH2:11])=[O:9])[CH:5]=[N:6][CH:7]=1.CN1CCOCC1.[Cl:19][CH2:20][C:21](Cl)=[O:22]. The catalyst is C(Cl)Cl. The product is [Br:1][C:2]1[CH:3]=[C:4]([C:8]([NH:10][NH:11][C:21](=[O:22])[CH2:20][Cl:19])=[O:9])[CH:5]=[N:6][CH:7]=1. The yield is 0.900. (5) The reactants are [H-].[H-].[H-].[H-].[Li+].[Al+3].[Al+3].[Cl-].[Cl-].[Cl-].[Br:11][C:12]1[CH:17]=[CH:16][CH:15]=[CH:14][C:13]=1[CH:18]([C:20]1[CH:25]=[CH:24][CH:23]=[C:22]([O:26][CH3:27])[CH:21]=1)O.CCOC(C)=O. The catalyst is CCOCC. The product is [Br:11][C:12]1[CH:17]=[CH:16][CH:15]=[CH:14][C:13]=1[CH2:18][C:20]1[CH:21]=[C:22]([O:26][CH3:27])[CH:23]=[CH:24][CH:25]=1. The yield is 0.750. (6) The reactants are [F:1][CH2:2][C:3]1([S:6]([NH:9][C:10]([C@@:12]23[CH2:27][C@H:26]2[CH:25]=[CH:24][CH2:23][CH2:22][C@@H:21]([CH3:28])[CH2:20][C@@H:19]([CH3:29])[C@H:18]([NH:30]C(=O)OC(C)(C)C)[C:17](=[O:38])[N:16]2[CH2:39][C@H:40]([O:42][C:43]4[CH:52]=[N:51][C:50]5[C:45](=[CH:46][C:47]([O:53][CH3:54])=[CH:48][CH:49]=5)[N:44]=4)[CH2:41][C@H:15]2[C:14](=[O:55])[NH:13]3)=[O:11])(=[O:8])=[O:7])[CH2:5][CH2:4]1.[ClH:56]. The catalyst is O1CCOCC1. The product is [ClH:56].[NH2:30][C@@H:18]1[C:17](=[O:38])[N:16]2[CH2:39][C@H:40]([O:42][C:43]3[CH:52]=[N:51][C:50]4[C:45](=[CH:46][C:47]([O:53][CH3:54])=[CH:48][CH:49]=4)[N:44]=3)[CH2:41][C@H:15]2[C:14](=[O:55])[NH:13][C@:12]2([C:10]([NH:9][S:6]([C:3]3([CH2:2][F:1])[CH2:5][CH2:4]3)(=[O:8])=[O:7])=[O:11])[CH2:27][C@H:26]2[CH:25]=[CH:24][CH2:23][CH2:22][C@@H:21]([CH3:28])[CH2:20][C@H:19]1[CH3:29]. The yield is 0.950. (7) The reactants are C[O:2][C:3]1[CH:8]=[CH:7][C:6]([O:9]C)=[CH:5][C:4]=1[CH2:11][NH:12][C:13](=[O:20])[C:14]1[CH:19]=[CH:18][CH:17]=[CH:16][CH:15]=1.B(Br)(Br)Br. The catalyst is C(Cl)Cl. The product is [OH:2][C:3]1[CH:8]=[CH:7][C:6]([OH:9])=[CH:5][C:4]=1[CH2:11][NH:12][C:13](=[O:20])[C:14]1[CH:15]=[CH:16][CH:17]=[CH:18][CH:19]=1. The yield is 0.890.